From a dataset of Forward reaction prediction with 1.9M reactions from USPTO patents (1976-2016). Predict the product of the given reaction. (1) Given the reactants CN(C)C=O.Cl[C:7]1[CH:12]=[C:11]([O:13][CH2:14][C:15]#[C:16][CH3:17])[N:10]=[CH:9][N:8]=1.C(=O)([O-])[O-].[K+].[K+].[NH:24]1[CH2:28][CH2:27][CH2:26][CH2:25]1, predict the reaction product. The product is: [CH2:14]([O:13][C:11]1[CH:12]=[C:7]([N:24]2[CH2:28][CH2:27][CH2:26][CH2:25]2)[N:8]=[CH:9][N:10]=1)[C:15]#[C:16][CH3:17]. (2) Given the reactants [CH3:1][O:2][C:3]1[CH:4]=[C:5]([CH:28]=[CH:29][C:30]=1[O:31][CH2:32][C:33]1[CH:34]=[N:35][C:36]([O:39][CH3:40])=[CH:37][CH:38]=1)[CH2:6][N:7]1[C:11]2=[N:12][CH:13]=[C:14]([C:16]3[CH:21]=[CH:20][CH:19]=[CH:18][CH:17]=3)[CH:15]=[C:10]2[N:9]=[C:8]1[NH:22]C(=O)OCC.[OH-].[K+], predict the reaction product. The product is: [CH3:1][O:2][C:3]1[CH:4]=[C:5]([CH:28]=[CH:29][C:30]=1[O:31][CH2:32][C:33]1[CH:34]=[N:35][C:36]([O:39][CH3:40])=[CH:37][CH:38]=1)[CH2:6][N:7]1[C:11]2=[N:12][CH:13]=[C:14]([C:16]3[CH:17]=[CH:18][CH:19]=[CH:20][CH:21]=3)[CH:15]=[C:10]2[N:9]=[C:8]1[NH2:22]. (3) Given the reactants [CH2:1]([NH:7][S:8]([C:11]1[CH:16]=[CH:15][C:14]([O:17][CH3:18])=[C:13]([O:19][CH3:20])[CH:12]=1)(=[O:10])=[O:9])[CH2:2][CH2:3][CH2:4][CH2:5][CH3:6].[H-].[Na+].[CH3:23][O:24][C:25]1[CH:26]=[C:27]([S:33](Cl)(=[O:35])=[O:34])[CH:28]=[CH:29][C:30]=1[O:31][CH3:32].O, predict the reaction product. The product is: [CH3:20][O:19][C:13]1[CH:12]=[C:11]([S:8]([N:7]([CH2:1][CH2:2][CH2:3][CH2:4][CH2:5][CH3:6])[S:33]([C:27]2[CH:28]=[CH:29][C:30]([O:31][CH3:32])=[C:25]([O:24][CH3:23])[CH:26]=2)(=[O:35])=[O:34])(=[O:10])=[O:9])[CH:16]=[CH:15][C:14]=1[O:17][CH3:18]. (4) Given the reactants [CH:1]1([CH2:4][O:5][C:6]2[N:11]=[C:10]([C:12]([OH:14])=O)[CH:9]=[CH:8][CH:7]=2)[CH2:3][CH2:2]1.[N:15]1([NH2:21])[CH2:20][CH2:19][CH2:18][CH2:17][CH2:16]1, predict the reaction product. The product is: [N:15]1([NH:21][C:12]([C:10]2[CH:9]=[CH:8][CH:7]=[C:6]([O:5][CH2:4][CH:1]3[CH2:2][CH2:3]3)[N:11]=2)=[O:14])[CH2:20][CH2:19][CH2:18][CH2:17][CH2:16]1. (5) Given the reactants [N:1](C(OCC)=O)=NC(OCC)=O.[Br:13][C:14]1[CH:15]=[C:16]([CH2:22][C:23]([CH3:31])([CH3:30])[CH2:24][C:25]([O:27][CH2:28][CH3:29])=[O:26])[CH:17]=[C:18]([F:21])[C:19]=1[OH:20].[C:32]1(P(C2C=CC=CC=2)C2C=CC=CC=2)[CH:37]=CC=C[CH:33]=1.Cl.O1CCOCC1, predict the reaction product. The product is: [NH2:1][CH2:33][CH2:32][CH2:37][O:20][C:19]1[C:18]([F:21])=[CH:17][C:16]([CH2:22][C:23]([CH3:30])([CH3:31])[CH2:24][C:25]([O:27][CH2:28][CH3:29])=[O:26])=[CH:15][C:14]=1[Br:13]. (6) Given the reactants [OH-].[Na+].[Br:3][C:4]1[C:5]([C:10]([O:12]C)=[O:11])=[N:6][O:7][C:8]=1[CH3:9].Cl, predict the reaction product. The product is: [Br:3][C:4]1[C:5]([C:10]([OH:12])=[O:11])=[N:6][O:7][C:8]=1[CH3:9].